This data is from Full USPTO retrosynthesis dataset with 1.9M reactions from patents (1976-2016). The task is: Predict the reactants needed to synthesize the given product. Given the product [CH3:1][C:2]1[C:11]2[CH:10]=[CH:9][CH:8]=[C:7]([NH2:12])[C:6]=2[CH:5]=[CH:4][N:3]=1, predict the reactants needed to synthesize it. The reactants are: [CH3:1][C:2]1[C:11]2[C:6](=[C:7]([N+:12]([O-])=O)[CH:8]=[CH:9][CH:10]=2)[CH:5]=[CH:4][N:3]=1.